This data is from Catalyst prediction with 721,799 reactions and 888 catalyst types from USPTO. The task is: Predict which catalyst facilitates the given reaction. (1) Reactant: [Br:1][C:2]1[CH:3]=[C:4]([NH2:10])[C:5]([O:8][CH3:9])=[N:6][CH:7]=1.[F:11][C:12]([F:19])([F:18])[CH2:13][S:14](Cl)(=[O:16])=[O:15]. Product: [Br:1][C:2]1[CH:3]=[C:4]([NH:10][S:14]([CH2:13][C:12]([F:19])([F:18])[F:11])(=[O:16])=[O:15])[C:5]([O:8][CH3:9])=[N:6][CH:7]=1. The catalyst class is: 17. (2) Reactant: [Mg].II.Br[CH2:5][CH2:6][CH2:7][CH2:8]Br.[CH3:10][O:11][C:12](=O)[C:13]1[CH:18]=[CH:17][CH:16]=[CH:15][C:14]=1[NH2:19].C1N=CN(C(N2C=NC=C2)=[O:27])C=1. Product: [C:12]12([C:13]3[CH:18]=[CH:17][CH:16]=[CH:15][C:14]=3[NH:19][C:10](=[O:27])[O:11]1)[CH2:8][CH2:7][CH2:6][CH2:5]2. The catalyst class is: 332. (3) Reactant: [CH2:1]([CH:8]1[CH2:13][NH:12][CH2:11][CH2:10][N:9]1C(OC(C)(C)C)=O)[C:2]1[CH:7]=[CH:6][CH:5]=[CH:4][CH:3]=1.[O:21]=[C:22]1[C:26]([C:33]2[CH:38]=[CH:37][CH:36]=[CH:35][CH:34]=2)([C:27]2[CH:32]=[CH:31][CH:30]=[CH:29][CH:28]=2)[CH2:25][CH2:24][N:23]1[CH2:39][C:40](O)=[O:41].C(N(C(C)C)CC)(C)C.Cl. Product: [CH2:1]([CH:8]1[NH:9][CH2:10][CH2:11][N:12]([C:40](=[O:41])[CH2:39][N:23]2[CH2:24][CH2:25][C:26]([C:27]3[CH:32]=[CH:31][CH:30]=[CH:29][CH:28]=3)([C:33]3[CH:38]=[CH:37][CH:36]=[CH:35][CH:34]=3)[C:22]2=[O:21])[CH2:13]1)[C:2]1[CH:3]=[CH:4][CH:5]=[CH:6][CH:7]=1. The catalyst class is: 4. (4) Reactant: [Cl:1][C:2]1[CH:3]=[C:4]([C@@H:12]([CH2:22][CH:23]2[CH2:27][CH2:26][CH2:25][CH2:24]2)[C:13](NC2C=CN(C)N=2)=[O:14])[CH:5]=[CH:6][C:7]=1[S:8]([CH3:11])(=[O:10])=[O:9].C(Cl)(=O)C(Cl)=O.N1C(C)=CC=CC=1C.[CH:42]([N:45]1[CH:49]=[CH:48][C:47]([NH2:50])=[N:46]1)([CH3:44])[CH3:43]. Product: [Cl:1][C:2]1[CH:3]=[C:4]([C@@H:12]([CH2:22][CH:23]2[CH2:27][CH2:26][CH2:25][CH2:24]2)[C:13]([NH:50][C:47]2[CH:48]=[CH:49][N:45]([CH:42]([CH3:44])[CH3:43])[N:46]=2)=[O:14])[CH:5]=[CH:6][C:7]=1[S:8]([CH3:11])(=[O:9])=[O:10]. The catalyst class is: 2. (5) Reactant: [CH3:1][O:2][C:3]1[CH:4]=[C:5]2[C:10](=[CH:11][C:12]=1[O:13][CH3:14])[N:9]=[CH:8][C:7]([C:15]([NH2:17])=[O:16])=[C:6]2[NH:18][C:19]1[CH:27]=[CH:26][CH:25]=[C:24]2[C:20]=1[CH2:21][CH2:22][C:23]2=[O:28].[BH4-].[Na+].C(O)(=O)C.C(=O)([O-])O.[Na+]. Product: [OH:28][CH:23]1[C:24]2[C:20](=[C:19]([NH:18][C:6]3[C:5]4[C:10](=[CH:11][C:12]([O:13][CH3:14])=[C:3]([O:2][CH3:1])[CH:4]=4)[N:9]=[CH:8][C:7]=3[C:15]([NH2:17])=[O:16])[CH:27]=[CH:26][CH:25]=2)[CH2:21][CH2:22]1. The catalyst class is: 364. (6) Reactant: C([O:8][C:9]1[C:13]([O:14]CC2C=CC=CC=2)=[C:12]([C:22]([N:24]([CH3:26])[CH3:25])=[O:23])[N:11]([C:27]2[CH:32]=[CH:31][C:30]([O:33][CH3:34])=[CH:29][CH:28]=2)[C:10]=1[C:35]([N:37]([CH3:39])[CH3:38])=[O:36])C1C=CC=CC=1.[H][H]. Product: [OH:8][C:9]1[C:13]([OH:14])=[C:12]([C:22]([N:24]([CH3:25])[CH3:26])=[O:23])[N:11]([C:27]2[CH:32]=[CH:31][C:30]([O:33][CH3:34])=[CH:29][CH:28]=2)[C:10]=1[C:35]([N:37]([CH3:38])[CH3:39])=[O:36]. The catalyst class is: 19. (7) Reactant: [CH2:1]([O:3][C:4]([C@:6]1([NH2:29])[C@H:11]([O:12][CH2:13][C:14]2[CH:19]=[CH:18][CH:17]=[C:16]([N+:20]([O-])=O)[CH:15]=2)[CH2:10][C@@H:9]2[C@H:7]1[C@@:8]2([F:28])[C:23]([O:25][CH2:26][CH3:27])=[O:24])=[O:5])[CH3:2]. Product: [CH2:1]([O:3][C:4]([C@:6]1([NH2:29])[C@H:11]([O:12][CH2:13][C:14]2[CH:19]=[CH:18][CH:17]=[C:16]([NH2:20])[CH:15]=2)[CH2:10][C@@H:9]2[C@H:7]1[C@@:8]2([F:28])[C:23]([O:25][CH2:26][CH3:27])=[O:24])=[O:5])[CH3:2]. The catalyst class is: 183. (8) Reactant: C[O:2][C:3](=[O:14])[C:4]1[CH:9]=[CH:8][C:7]([CH2:10][CH2:11][F:12])=[N:6][C:5]=1[NH2:13].Cl. Product: [NH2:13][C:5]1[N:6]=[C:7]([CH2:10][CH2:11][F:12])[CH:8]=[CH:9][C:4]=1[C:3]([OH:14])=[O:2]. The catalyst class is: 562. (9) Reactant: [BH4-].[Na+].[CH3:3][C:4]([O:7][C:8]([NH:10][C@H:11]([C:23]([NH:25][CH3:26])=S)[CH2:12][C:13](OCC1C=CC=CC=1)=[O:14])=[O:9])([CH3:6])[CH3:5]. Product: [CH3:26][N:25]1[C:13](=[O:14])[CH2:12][C@H:11]([NH:10][C:8](=[O:9])[O:7][C:4]([CH3:6])([CH3:5])[CH3:3])[CH2:23]1. The catalyst class is: 242.